Dataset: Full USPTO retrosynthesis dataset with 1.9M reactions from patents (1976-2016). Task: Predict the reactants needed to synthesize the given product. (1) The reactants are: [CH2:1](Cl)[C:2]1[CH:7]=[CH:6][CH:5]=[CH:4][CH:3]=1.[C:9]1([C:15]2([OH:21])[CH2:20][CH2:19][NH:18][CH2:17][CH2:16]2)[CH:14]=[CH:13][CH:12]=[CH:11][CH:10]=1.CC([O-])(C)C.[K+].CO. Given the product [CH2:1]([N:18]1[CH2:19][CH2:20][C:15]([OH:21])([C:9]2[CH:10]=[CH:11][CH:12]=[CH:13][CH:14]=2)[CH2:16][CH2:17]1)[C:2]1[CH:7]=[CH:6][CH:5]=[CH:4][CH:3]=1, predict the reactants needed to synthesize it. (2) Given the product [F:48][C:44]1([F:47])[CH2:45][CH2:46][CH:41]([C@H:13]([NH:12][C:10](=[O:11])[C@H:9]([CH3:49])[NH:7][CH3:6])[C:14]([N:16]2[C@H:21]([C:22]([NH:23][C@H:24]3[C:33]4[C:28](=[CH:29][CH:30]=[CH:31][CH:32]=4)[O:27][CH2:26][CH2:25]3)=[O:34])[CH2:20][N:19]3[CH2:35][C@H:36]([O:38][CH2:39][CH3:40])[CH2:37][C@@H:18]3[CH2:17]2)=[O:15])[CH2:42][CH2:43]1, predict the reactants needed to synthesize it. The reactants are: C(O[C:6](=O)[N:7]([C@@H:9]([CH3:49])[C:10]([NH:12][C@@H:13]([CH:41]1[CH2:46][CH2:45][C:44]([F:48])([F:47])[CH2:43][CH2:42]1)[C:14]([N:16]1[C@H:21]([C:22](=[O:34])[NH:23][C@H:24]2[C:33]3[C:28](=[CH:29][CH:30]=[CH:31][CH:32]=3)[O:27][CH2:26][CH2:25]2)[CH2:20][N:19]2[CH2:35][C@H:36]([O:38][CH2:39][CH3:40])[CH2:37][C@@H:18]2[CH2:17]1)=[O:15])=[O:11])C)(C)(C)C. (3) Given the product [C:11]([O:10][C:9](=[O:15])[NH:8][C:5]1[CH:6]=[CH:7][C:2]([Cl:1])=[CH:3][C:4]=1[CH2:16][C:28](=[O:24])[CH2:27][CH:26]([CH3:17])[CH3:25])([CH3:12])([CH3:13])[CH3:14], predict the reactants needed to synthesize it. The reactants are: [Cl:1][C:2]1[CH:7]=[CH:6][C:5]([NH:8][C:9](=[O:15])[O:10][C:11]([CH3:14])([CH3:13])[CH3:12])=[C:4]([CH3:16])[CH:3]=1.[CH:17]([Li])(CC)C.O.Cl.[O:24]1[CH2:28][CH2:27][CH2:26][CH2:25]1. (4) Given the product [CH3:42][O:41][C:36]1[C:33]2[C:34]([CH3:35])=[C:30]([C:28]([NH:27][C:24]3[CH:25]=[CH:26][C:21]([C:18]4[CH:19]=[CH:20][C:15]([S:12]([NH:11][C@@H:7]([CH:8]([CH3:9])[CH3:10])[C:6]([OH:43])=[O:5])(=[O:13])=[O:14])=[CH:16][CH:17]=4)=[CH:22][CH:23]=3)=[O:29])[O:31][C:32]=2[CH:39]=[CH:38][C:37]=1[CH3:40], predict the reactants needed to synthesize it. The reactants are: C([O:5][C:6](=[O:43])[C@@H:7]([NH:11][S:12]([C:15]1[CH:20]=[CH:19][C:18]([C:21]2[CH:26]=[CH:25][C:24]([NH:27][C:28]([C:30]3[O:31][C:32]4[CH:39]=[CH:38][C:37]([CH3:40])=[C:36]([O:41][CH3:42])[C:33]=4[C:34]=3[CH3:35])=[O:29])=[CH:23][CH:22]=2)=[CH:17][CH:16]=1)(=[O:14])=[O:13])[CH:8]([CH3:10])[CH3:9])(C)(C)C.C(O)(C(F)(F)F)=O.ClCCl.